Dataset: Forward reaction prediction with 1.9M reactions from USPTO patents (1976-2016). Task: Predict the product of the given reaction. (1) Given the reactants [CH2:1]([C:3]1[CH:4]=[C:5]([OH:16])[CH:6]=[C:7]2[C:12]=1[C:11](=[O:13])[CH2:10][CH2:9][C:8]2([CH3:15])[CH3:14])[CH3:2].[F:17][C:18]([F:38])([F:37])[S:19](N(C1C=CC(Cl)=CN=1)[S:19]([C:18]([F:38])([F:37])[F:17])(=[O:21])=[O:20])(=[O:21])=[O:20].C(OCC)(=O)C, predict the reaction product. The product is: [CH2:1]([C:3]1[C:12]2[C:11](=[O:13])[CH2:10][CH2:9][C:8]([CH3:15])([CH3:14])[C:7]=2[CH:6]=[C:5]([O:16][S:19]([C:18]([F:38])([F:37])[F:17])(=[O:21])=[O:20])[CH:4]=1)[CH3:2]. (2) Given the reactants [CH:1](NC(C)C)(C)C.C([Li])CCC.[CH2:13]([O:15][C:16](=[O:24])[CH:17]([N:19]([CH2:22][CH3:23])[CH2:20][CH3:21])[CH3:18])[CH3:14].IC, predict the reaction product. The product is: [CH2:13]([O:15][C:16](=[O:24])[C:17]([N:19]([CH2:22][CH3:23])[CH2:20][CH3:21])([CH3:1])[CH3:18])[CH3:14]. (3) Given the reactants [CH:1]12[CH2:7][CH:4]([CH:5]=[CH:6]1)[CH2:3][CH:2]2[CH2:8]O.C(N(CC)CC)C.[Cl-].[C:18]([O:21]CC)(=[O:20])[CH3:19], predict the reaction product. The product is: [CH:1]12[CH2:7][CH:4]([CH:3]=[CH:2]1)[CH2:5][CH2:6]2.[CH3:8][C:2]1[CH:3]=[CH:4][CH:5]=[CH:6][C:1]=1[CH:7]=[CH:19][C:18]([O-:21])=[O:20].